The task is: Predict which catalyst facilitates the given reaction.. This data is from Catalyst prediction with 721,799 reactions and 888 catalyst types from USPTO. Reactant: F[C:2]1[CH:9]=[CH:8][CH:7]=[C:6]([C:10]2[CH:15]=[CH:14][CH:13]=[CH:12][N:11]=2)[C:3]=1[C:4]#[N:5].O.[NH2:17][NH2:18]. Product: [N:11]1[CH:12]=[CH:13][CH:14]=[CH:15][C:10]=1[C:6]1[CH:7]=[CH:8][CH:9]=[C:2]2[C:3]=1[C:4]([NH2:5])=[N:17][NH:18]2. The catalyst class is: 8.